Dataset: Reaction yield outcomes from USPTO patents with 853,638 reactions. Task: Predict the reaction yield, written as a fraction of the theoretical maximum amount of product (1.0 means a 100% yield; for example, 0.34 means a 34% yield). (1) The reactants are Cl[C:2]1[N:10]=[C:9]([CH3:11])[CH:8]=[CH:7][C:3]=1[C:4]([OH:6])=[O:5].[NH3:12]. The catalyst is CO. The product is [NH2:12][C:2]1[N:10]=[C:9]([CH3:11])[CH:8]=[CH:7][C:3]=1[C:4]([OH:6])=[O:5]. The yield is 0.540. (2) The yield is 0.800. The reactants are [NH4+].[Cl-].[Cl:3][C:4]1[C:5]([C:32]2[CH:33]=[N:34][N:35]3[CH:40]=[CH:39][CH:38]=[CH:37][C:36]=23)=[N:6][C:7]([NH:10][C:11]2[CH:16]=[C:15]([N+:17]([O-])=O)[C:14]([N:20]([CH3:29])[CH2:21][CH2:22][N:23]3[CH2:28][CH2:27][O:26][CH2:25][CH2:24]3)=[CH:13][C:12]=2[O:30][CH3:31])=[N:8][CH:9]=1. The product is [Cl:3][C:4]1[C:5]([C:32]2[CH:33]=[N:34][N:35]3[CH:40]=[CH:39][CH:38]=[CH:37][C:36]=23)=[N:6][C:7]([NH:10][C:11]2[CH:16]=[C:15]([NH2:17])[C:14]([N:20]([CH3:29])[CH2:21][CH2:22][N:23]3[CH2:28][CH2:27][O:26][CH2:25][CH2:24]3)=[CH:13][C:12]=2[O:30][CH3:31])=[N:8][CH:9]=1. The catalyst is O.C(O)C.[Fe]. (3) The reactants are [CH3:1][O:2][C:3]1[CH:8]=[CH:7][CH:6]=[CH:5][C:4]=1[C:9]1[C:17]2[C:12](=[N:13][CH:14]=[C:15](B3OC(C)(C)C(C)(C)O3)[CH:16]=2)[N:11]([S:27]([C:30]2[CH:35]=[CH:34][C:33]([CH3:36])=[CH:32][CH:31]=2)(=[O:29])=[O:28])[CH:10]=1.Br[C:38]1[CH:39]=[C:40]([CH:44]=[O:45])[CH:41]=[N:42][CH:43]=1.C(=O)(O)[O-].[Na+]. The catalyst is C(#N)C.O1CCCC1. The yield is 0.557. The product is [CH3:1][O:2][C:3]1[CH:8]=[CH:7][CH:6]=[CH:5][C:4]=1[C:9]1[C:17]2[C:12](=[N:13][CH:14]=[C:15]([C:38]3[CH:39]=[C:40]([CH:44]=[O:45])[CH:41]=[N:42][CH:43]=3)[CH:16]=2)[N:11]([S:27]([C:30]2[CH:35]=[CH:34][C:33]([CH3:36])=[CH:32][CH:31]=2)(=[O:28])=[O:29])[CH:10]=1. (4) The reactants are [C:1]([NH:5][C:6](=[O:15])[C:7]1[CH:12]=[CH:11][C:10]([I:13])=[C:9]([OH:14])[CH:8]=1)([CH3:4])([CH3:3])[CH3:2].C([O-])([O-])=O.[K+].[K+].FC(F)(F)S(O[CH2:28][C:29]([F:32])([F:31])[F:30])(=O)=O. The catalyst is CN(C=O)C.C(#N)C.O. The product is [C:1]([NH:5][C:6](=[O:15])[C:7]1[CH:12]=[CH:11][C:10]([I:13])=[C:9]([O:14][CH2:28][C:29]([F:32])([F:31])[F:30])[CH:8]=1)([CH3:4])([CH3:2])[CH3:3]. The yield is 0.930. (5) The reactants are [Br:1][C:2]1[C:7]2[N:8]=[C:9]([C:11]3[CH:16]=[CH:15][CH:14]=[C:13]([O:17]C)[C:12]=3[CH:19]([CH3:21])[CH3:20])[S:10][C:6]=2[CH:5]=[C:4]([O:22]C)[CH:3]=1.B(Br)(Br)Br. No catalyst specified. The product is [Br:1][C:2]1[C:7]2[N:8]=[C:9]([C:11]3[CH:16]=[CH:15][CH:14]=[C:13]([OH:17])[C:12]=3[CH:19]([CH3:20])[CH3:21])[S:10][C:6]=2[CH:5]=[C:4]([OH:22])[CH:3]=1. The yield is 0.540. (6) The reactants are [NH2:1][C:2]1[N:10]=[C:9]2[C:5]([N:6]([CH3:23])[C:7](=[O:22])[N:8]2[CH2:11][C:12]2[CH:17]=[CH:16][C:15]([O:18][CH3:19])=[C:14]([O:20][CH3:21])[CH:13]=2)=[C:4](Cl)[N:3]=1.O.[NH2:26][NH2:27]. The catalyst is C(O)C. The product is [NH2:1][C:2]1[N:10]=[C:9]2[C:5]([N:6]([CH3:23])[C:7](=[O:22])[N:8]2[CH2:11][C:12]2[CH:17]=[CH:16][C:15]([O:18][CH3:19])=[C:14]([O:20][CH3:21])[CH:13]=2)=[C:4]([NH:26][NH2:27])[N:3]=1. The yield is 0.740. (7) The reactants are [CH2:1]([NH:4][C:5]([NH:7][NH:8][C:9](=O)[CH2:10][O:11][C:12]([C:25]1[CH:30]=[CH:29][CH:28]=[CH:27][CH:26]=1)([C:19]1[CH:24]=[CH:23][CH:22]=[CH:21][CH:20]=1)[C:13]1[CH:18]=[CH:17][CH:16]=[CH:15][CH:14]=1)=[O:6])[CH2:2][CH3:3].[OH-].[K+]. The catalyst is CO. The product is [CH2:1]([N:4]1[C:5](=[O:6])[NH:7][N:8]=[C:9]1[CH2:10][O:11][C:12]([C:25]1[CH:30]=[CH:29][CH:28]=[CH:27][CH:26]=1)([C:19]1[CH:20]=[CH:21][CH:22]=[CH:23][CH:24]=1)[C:13]1[CH:18]=[CH:17][CH:16]=[CH:15][CH:14]=1)[CH2:2][CH3:3]. The yield is 0.700. (8) The reactants are [CH:1]([CH:3]1[CH2:5][CH:4]1[C:6]([O:8][CH2:9][CH3:10])=[O:7])=[O:2].[BH4-].[Na+]. The catalyst is C(O)C. The product is [OH:2][CH2:1][CH:3]1[CH2:5][CH:4]1[C:6]([O:8][CH2:9][CH3:10])=[O:7]. The yield is 0.680. (9) The reactants are [C:1](O)(=[O:8])[C:2]1[CH:7]=[CH:6][CH:5]=[CH:4][CH:3]=1.[NH2:10][CH2:11][CH2:12][CH:13]([C:21]1[CH:30]=[CH:29][C:24]([C:25]([NH:27][CH3:28])=[O:26])=[CH:23][CH:22]=1)[C:14]1[CH:19]=[CH:18][C:17]([F:20])=[CH:16][CH:15]=1.C1C=CC2N(O)N=NC=2C=1.C(Cl)CCl.C(N(C(C)C)CC)(C)C. The catalyst is CN(C=O)C.O. The product is [C:1]([NH:10][CH2:11][CH2:12][CH:13]([C:21]1[CH:30]=[CH:29][C:24]([C:25]([NH:27][CH3:28])=[O:26])=[CH:23][CH:22]=1)[C:14]1[CH:15]=[CH:16][C:17]([F:20])=[CH:18][CH:19]=1)(=[O:8])[C:2]1[CH:7]=[CH:6][CH:5]=[CH:4][CH:3]=1. The yield is 0.592. (10) The reactants are [F:1][C:2]1[CH:14]=[CH:13][C:5]([C:6]([O:8][C:9]([CH3:12])([CH3:11])[CH3:10])=[O:7])=[CH:4][C:3]=1[CH2:15][NH:16][CH3:17].[CH2:18]([O:25][C:26]([NH:28][C@@H:29]([C:32](O)=[O:33])[CH2:30][OH:31])=[O:27])[C:19]1[CH:24]=[CH:23][CH:22]=[CH:21][CH:20]=1.C1C=CC2N(O)N=NC=2C=1.O.C1CCC(N=C=NC2CCCCC2)CC1. The catalyst is CN(C=O)C.C(Cl)Cl. The product is [F:1][C:2]1[CH:14]=[CH:13][C:5]([C:6]([O:8][C:9]([CH3:11])([CH3:12])[CH3:10])=[O:7])=[CH:4][C:3]=1[CH2:15][NH:16][CH2:17][C:30](=[O:31])[C@@H:29]([CH2:32][OH:33])[NH:28][C:26]([O:25][CH2:18][C:19]1[CH:24]=[CH:23][CH:22]=[CH:21][CH:20]=1)=[O:27]. The yield is 0.790.